From a dataset of Full USPTO retrosynthesis dataset with 1.9M reactions from patents (1976-2016). Predict the reactants needed to synthesize the given product. (1) Given the product [OH:1][C:2]1[CH:3]=[CH:4][C:5]2[C:9]([O:10][C:11]3[CH:16]=[CH:15][C:14](/[CH:17]=[CH:18]/[C:19]([NH:37][CH3:36])=[O:20])=[CH:13][CH:12]=3)=[C:8]([C:22]3[CH:27]=[CH:26][C:25]([C:28]([F:31])([F:30])[F:29])=[CH:24][CH:23]=3)[S:7][C:6]=2[CH:32]=1, predict the reactants needed to synthesize it. The reactants are: [OH:1][C:2]1[CH:3]=[CH:4][C:5]2[C:9]([O:10][C:11]3[CH:16]=[CH:15][C:14](/[CH:17]=[CH:18]/[C:19](O)=[O:20])=[CH:13][CH:12]=3)=[C:8]([C:22]3[CH:27]=[CH:26][C:25]([C:28]([F:31])([F:30])[F:29])=[CH:24][CH:23]=3)[S:7][C:6]=2[CH:32]=1.Cl.CN.[CH3:36][N:37](C(ON1N=NC2C=CC=NC1=2)=[N+](C)C)C.F[P-](F)(F)(F)(F)F.CCN(C(C)C)C(C)C. (2) Given the product [C:1]1([C:5]2[C:6]([O:14][CH2:15][C:16]([F:19])([F:18])[F:17])=[CH:7][C:8]([C:11]([NH:33][C:25]([C:26]3[N:30]=[C:29]([CH3:31])[O:28][N:27]=3)([CH3:32])[CH2:24][S:21]([CH3:20])(=[O:23])=[O:22])=[O:13])=[N:9][CH:10]=2)[CH2:4][CH2:3][CH:2]=1, predict the reactants needed to synthesize it. The reactants are: [C:1]1([C:5]2[C:6]([O:14][CH2:15][C:16]([F:19])([F:18])[F:17])=[CH:7][C:8]([C:11]([OH:13])=O)=[N:9][CH:10]=2)[CH2:4][CH2:3][CH:2]=1.[CH3:20][S:21]([CH2:24][C:25]([NH2:33])([CH3:32])[C:26]1[N:30]=[C:29]([CH3:31])[O:28][N:27]=1)(=[O:23])=[O:22]. (3) The reactants are: C([O:3][C:4](=[O:30])[CH2:5][N:6]1[C:10]2=[N:11][C:12]([CH2:15][CH3:16])=[CH:13][CH:14]=[C:9]2[C:8]([CH2:17][C:18]2[S:19][C:20]3[C:26]([F:27])=[CH:25][C:24]([F:28])=[C:23]([F:29])[C:21]=3[N:22]=2)=[CH:7]1)C.[OH-].[Na+].Cl. Given the product [CH2:15]([C:12]1[N:11]=[C:10]2[N:6]([CH2:5][C:4]([OH:30])=[O:3])[CH:7]=[C:8]([CH2:17][C:18]3[S:19][C:20]4[C:26]([F:27])=[CH:25][C:24]([F:28])=[C:23]([F:29])[C:21]=4[N:22]=3)[C:9]2=[CH:14][CH:13]=1)[CH3:16], predict the reactants needed to synthesize it. (4) Given the product [C:11]([O:10][C@@H:9]1[C@H:8]([O:14][CH2:15][C:16]2[CH:21]=[CH:20][CH:19]=[CH:18][CH:17]=2)[C@:7]([CH2:24][O:25][CH2:26][C:27]2[CH:28]=[CH:29][CH:30]=[CH:31][CH:32]=2)([CH:22]=[CH2:23])[O:6][C@H:5]1[N:38]1[CH:37]=[N:36][C:35]2[C:34](=[O:33])[NH:42][C:41]([NH:43][C:44](=[O:48])[CH:45]([CH3:46])[CH3:47])=[N:40][C:39]1=2)(=[O:13])[CH3:12], predict the reactants needed to synthesize it. The reactants are: C(O[CH:5]1[C@H:9]([O:10][C:11](=[O:13])[CH3:12])[C@H:8]([O:14][CH2:15][C:16]2[CH:21]=[CH:20][CH:19]=[CH:18][CH:17]=2)[C@:7]([CH2:24][O:25][CH2:26][C:27]2[CH:32]=[CH:31][CH:30]=[CH:29][CH:28]=2)([CH:22]=[CH2:23])[O:6]1)(=O)C.[O:33]=[C:34]1[NH:42][C:41]([NH:43][C:44](=[O:48])[CH:45]([CH3:47])[CH3:46])=[N:40][C:39]2[NH:38][CH:37]=[N:36][C:35]1=2.[Si](OS(C(F)(F)F)(=O)=O)(C)(C)C.C([O-])(O)=O.[Na+]. (5) Given the product [ClH:23].[CH:1]([O:4][C:5]1[CH:6]=[CH:7][C:8]2[CH2:9][NH:10][CH2:11][CH2:12][O:13][C:14]=2[N:15]=1)([CH3:3])[CH3:2], predict the reactants needed to synthesize it. The reactants are: [CH:1]([O:4][C:5]1[CH:6]=[CH:7][C:8]2[CH2:9][N:10](C(OC(C)(C)C)=O)[CH2:11][CH2:12][O:13][C:14]=2[N:15]=1)([CH3:3])[CH3:2].[ClH:23].C(OCC)(=O)C. (6) Given the product [CH:42]1([CH2:41][NH:40][CH2:2][C:3]2[N:7]([C:8]3[CH:9]=[C:10]([C:14]4[CH2:20][C:19](=[O:21])[NH:18][C:17]5[CH:22]=[C:23]([C:31]([F:32])([F:33])[F:34])[C:24]([N:26]([CH:28]([CH3:29])[CH3:30])[CH3:27])=[CH:25][C:16]=5[N:15]=4)[CH:11]=[CH:12][CH:13]=3)[N:6]=[N:5][CH:4]=2)[CH2:44][CH2:43]1, predict the reactants needed to synthesize it. The reactants are: O[CH2:2][C:3]1[N:7]([C:8]2[CH:9]=[C:10]([C:14]3[CH2:20][C:19](=[O:21])[NH:18][C:17]4[CH:22]=[C:23]([C:31]([F:34])([F:33])[F:32])[C:24]([N:26]([CH:28]([CH3:30])[CH3:29])[CH3:27])=[CH:25][C:16]=4[N:15]=3)[CH:11]=[CH:12][CH:13]=2)[N:6]=[N:5][CH:4]=1.S(Cl)(Cl)=O.[Cl-].[NH2:40][CH2:41][CH:42]1[CH2:44][CH2:43]1. (7) The reactants are: [CH3:1][C:2]1([CH3:22])[CH2:10][C:9]2[NH:8][N:7]=[C:6]([C:11]3[NH:12][C:13]4[C:18]([CH:19]=3)=[CH:17][CH:16]=[C:15]([NH:20][CH3:21])[CH:14]=4)[C:5]=2[CH2:4][CH2:3]1.[O:23]=[C:24]1[CH2:29][O:28][CH2:27][CH2:26][N:25]1[CH2:30][C:31]([OH:33])=O.Cl.C(N=C=NCCCN(C)C)C. Given the product [CH3:1][C:2]1([CH3:22])[CH2:10][C:9]2[NH:8][N:7]=[C:6]([C:11]3[NH:12][C:13]4[C:18]([CH:19]=3)=[CH:17][CH:16]=[C:15]([N:20]([CH3:21])[C:31](=[O:33])[CH2:30][N:25]3[CH2:26][CH2:27][O:28][CH2:29][C:24]3=[O:23])[CH:14]=4)[C:5]=2[CH2:4][CH2:3]1, predict the reactants needed to synthesize it. (8) Given the product [CH:1]1([CH2:4][N:5]2[CH2:26][CH2:25][C@:12]34[C:13]5[C:14]6[O:24][C@H:11]3[C@H:10]([N:27]3[C:31](=[O:32])[C:30]7=[C:33]([O:37][CH3:40])[CH:34]=[CH:35][CH:36]=[C:29]7[C:28]3=[O:38])[CH2:9][CH2:8][C@@:7]4([OH:39])[C@H:6]2[CH2:19][C:18]=5[CH:17]=[CH:16][C:15]=6[O:20][CH2:21][O:22][CH3:23])[CH2:3][CH2:2]1, predict the reactants needed to synthesize it. The reactants are: [CH:1]1([CH2:4][N:5]2[CH2:26][CH2:25][C@:12]34[C:13]5[C:14]6[O:24][C@H:11]3[CH:10]([N:27]3[C:31](=[O:32])[C:30]7=[C:33]([OH:37])[CH:34]=[CH:35][CH:36]=[C:29]7[C:28]3=[O:38])[CH2:9][CH2:8][C@@:7]4([OH:39])[C@H:6]2[CH2:19][C:18]=5[CH:17]=[CH:16][C:15]=6[O:20][CH2:21][O:22][CH3:23])[CH2:3][CH2:2]1.[C:40](=O)([O-])[O-].[K+].[K+].CI.C(=O)([O-])O.[Na+]. (9) Given the product [CH3:12][N:2]([CH3:1])[C:3]1[CH:8]=[CH:7][C:6]([C:9]2[O:11][N:24]=[C:23]([C:26]([OH:28])=[O:27])[CH:10]=2)=[CH:5][CH:4]=1, predict the reactants needed to synthesize it. The reactants are: [CH3:1][N:2]([CH3:12])[C:3]1[CH:8]=[CH:7][C:6]([C:9](=[O:11])[CH3:10])=[CH:5][CH:4]=1.ClC1C=C(C2O[N:24]=[C:23]([C:26]([OH:28])=[O:27])C=2)C=CC=1F.